From a dataset of Catalyst prediction with 721,799 reactions and 888 catalyst types from USPTO. Predict which catalyst facilitates the given reaction. (1) Reactant: Br[CH2:2][C:3]([O:5][C:6]([CH3:9])([CH3:8])[CH3:7])=[O:4].FC(F)(F)C(O)=O.[CH3:17][C:18]1[N:19]=[N:20][N:21]([CH2:23][C:24]2[CH:29]=[C:28]([C:30]([F:33])([F:32])[F:31])[CH:27]=[CH:26][C:25]=2/[CH:34]=[CH:35]/[C:36]([N:38]2[CH2:43][CH2:42][NH:41][CH2:40][C@H:39]2[CH3:44])=[O:37])[N:22]=1.C(=O)([O-])[O-].[K+].[K+].O. Product: [CH3:44][C@H:39]1[N:38]([C:36](=[O:37])/[CH:35]=[CH:34]/[C:25]2[CH:26]=[CH:27][C:28]([C:30]([F:31])([F:32])[F:33])=[CH:29][C:24]=2[CH2:23][N:21]2[N:20]=[N:19][C:18]([CH3:17])=[N:22]2)[CH2:43][CH2:42][N:41]([CH2:2][C:3]([O:5][C:6]([CH3:9])([CH3:8])[CH3:7])=[O:4])[CH2:40]1. The catalyst class is: 3. (2) Reactant: [N:1]([CH2:4][C:5]1[N:10]=[C:9]([O:11]CC2C=CC=CC=2)[C:8]([O:19][CH2:20][CH2:21][CH3:22])=[CH:7][CH:6]=1)=[N+]=[N-].C1(P(C2C=CC=CC=2)C2C=CC=CC=2)C=CC=CC=1.O. Product: [NH2:1][CH2:4][C:5]1[N:10]=[C:9]([OH:11])[C:8]([O:19][CH2:20][CH2:21][CH3:22])=[CH:7][CH:6]=1. The catalyst class is: 7.